Dataset: Forward reaction prediction with 1.9M reactions from USPTO patents (1976-2016). Task: Predict the product of the given reaction. Given the reactants Br[C:2]1[CH:3]=[C:4]([NH:24][CH:25]([CH3:27])[CH3:26])[C:5]([CH3:23])=[C:6]([CH:22]=1)[C:7]([NH:9][CH2:10][C:11]1[C:12](=[O:21])[NH:13][C:14]([CH3:20])=[CH:15][C:16]=1[CH2:17][CH2:18][CH3:19])=[O:8].[CH3:28][N:29]1[CH2:34][CH2:33][N:32]([C:35]2[CH:40]=[CH:39][C:38](B3OC(C)(C)C(C)(C)O3)=[CH:37][N:36]=2)[CH2:31][CH2:30]1.O1CCOCC1.C(=O)(O)[O-].[Na+], predict the reaction product. The product is: [CH3:23][C:5]1[C:4]([NH:24][CH:25]([CH3:27])[CH3:26])=[CH:3][C:2]([C:38]2[CH:37]=[N:36][C:35]([N:32]3[CH2:31][CH2:30][N:29]([CH3:28])[CH2:34][CH2:33]3)=[CH:40][CH:39]=2)=[CH:22][C:6]=1[C:7]([NH:9][CH2:10][C:11]1[C:12](=[O:21])[NH:13][C:14]([CH3:20])=[CH:15][C:16]=1[CH2:17][CH2:18][CH3:19])=[O:8].